This data is from Forward reaction prediction with 1.9M reactions from USPTO patents (1976-2016). The task is: Predict the product of the given reaction. (1) Given the reactants Cl[CH2:2][Si:3]([CH3:6])([CH3:5])[CH3:4].[Li].C[Si](C[Li])(C)C.[CH3:14][C:15]1[C:16](=[O:26])[C:17]([CH3:25])([CH3:24])[CH2:18][CH:19]2[C:23]=1[O:22][CH2:21][O:20]2, predict the reaction product. The product is: [CH3:14][C:15]1[C:16]([CH2:2][Si:3]([CH3:6])([CH3:5])[CH3:4])([OH:26])[C:17]([CH3:25])([CH3:24])[CH2:18][CH:19]2[C:23]=1[O:22][CH2:21][O:20]2. (2) Given the reactants [C:1]1([CH2:7][CH2:8][CH:9]([OH:24])[CH2:10][CH:11]=[CH:12][CH2:13][Si:14]([CH:21]([CH3:23])[CH3:22])([CH:18]([CH3:20])[CH3:19])[CH:15]([CH3:17])[CH3:16])[CH:6]=[CH:5][CH:4]=[CH:3][CH:2]=1.[B-](F)(F)(F)[F:26].[B-](F)(F)(F)F.C1[N+]2(CCl)CC[N+](F)(CC2)C1.CCCCCC.CCOCC, predict the reaction product. The product is: [F:26][CH:11]1[CH2:10][CH:9]([CH2:8][CH2:7][C:1]2[CH:6]=[CH:5][CH:4]=[CH:3][CH:2]=2)[O:24][CH:12]1[CH2:13][Si:14]([CH:21]([CH3:23])[CH3:22])([CH:15]([CH3:16])[CH3:17])[CH:18]([CH3:20])[CH3:19]. (3) Given the reactants [OH-].[Li+].[CH:3]1([O:8][C:9]2[C:17]3[O:16][CH:15]=[C:14]([C:18]([O:20]C)=[O:19])[C:13]=3[CH:12]=[CH:11][C:10]=2[O:22][CH3:23])[CH2:7][CH2:6][CH2:5][CH2:4]1.CO, predict the reaction product. The product is: [CH:3]1([O:8][C:9]2[C:17]3[O:16][CH:15]=[C:14]([C:18]([OH:20])=[O:19])[C:13]=3[CH:12]=[CH:11][C:10]=2[O:22][CH3:23])[CH2:4][CH2:5][CH2:6][CH2:7]1. (4) Given the reactants [OH:1][N:2]=[C:3]([CH:23]1[CH2:28][N:27]([CH3:29])[C:26](=[O:30])[CH2:25][CH2:24]1)[CH2:4][C@H:5]([C:13]1[CH:18]=[CH:17][C:16]([S:19]([CH3:22])(=[O:21])=[O:20])=[CH:15][CH:14]=1)[C:6]1[CH:11]=[CH:10][CH:9]=[CH:8][C:7]=1[CH3:12], predict the reaction product. The product is: [OH:1]/[N:2]=[C:3](/[CH:23]1[CH2:28][N:27]([CH3:29])[C:26](=[O:30])[CH2:25][CH2:24]1)\[CH2:4][C@H:5]([C:13]1[CH:18]=[CH:17][C:16]([S:19]([CH3:22])(=[O:20])=[O:21])=[CH:15][CH:14]=1)[C:6]1[CH:11]=[CH:10][CH:9]=[CH:8][C:7]=1[CH3:12].[OH:1]/[N:2]=[C:3](\[CH:23]1[CH2:28][N:27]([CH3:29])[C:26](=[O:30])[CH2:25][CH2:24]1)/[CH2:4][C@H:5]([C:13]1[CH:18]=[CH:17][C:16]([S:19]([CH3:22])(=[O:20])=[O:21])=[CH:15][CH:14]=1)[C:6]1[CH:11]=[CH:10][CH:9]=[CH:8][C:7]=1[CH3:12].